Predict the reactants needed to synthesize the given product. From a dataset of Full USPTO retrosynthesis dataset with 1.9M reactions from patents (1976-2016). Given the product [F:1][C:2]([F:7])([F:6])[C:3]([OH:5])=[O:4].[CH2:8]([N:10]([CH2:12][C:13]1[S:17][CH:16]=[C:15]([C:18]2[CH:19]=[C:20]3[C:24](=[C:25]([C:27]([NH2:29])=[O:28])[CH:26]=2)[NH:23][CH:22]=[C:21]3[CH:30]2[CH2:35][CH2:34][N:33]([S:36]([CH2:39][CH3:40])(=[O:37])=[O:38])[CH2:32][CH2:31]2)[CH:14]=1)[CH3:11])[CH2:9][CH2:43][CH3:44], predict the reactants needed to synthesize it. The reactants are: [F:1][C:2]([F:7])([F:6])[C:3]([OH:5])=[O:4].[CH2:8]([N:10]([CH2:12][C:13]1[S:17][CH:16]=[C:15]([C:18]2[CH:19]=[C:20]3[C:24](=[C:25]([C:27]([NH2:29])=[O:28])[CH:26]=2)[NH:23][CH:22]=[C:21]3[CH:30]2[CH2:35][CH2:34][N:33]([S:36]([CH2:39][CH3:40])(=[O:38])=[O:37])[CH2:32][CH2:31]2)[CH:14]=1)[CH3:11])[CH3:9].CN[CH2:43][CH3:44].